Dataset: Reaction yield outcomes from USPTO patents with 853,638 reactions. Task: Predict the reaction yield, written as a fraction of the theoretical maximum amount of product (1.0 means a 100% yield; for example, 0.34 means a 34% yield). (1) The reactants are C([N:8](CC1C=CC=CC=1)[C:9]1[CH:14]=[C:13]([CH3:15])[C:12]([CH:16]2[O:20][CH2:19][CH2:18][O:17]2)=[CH:11][C:10]=1[CH3:21])C1C=CC=CC=1. The catalyst is C(O)C.O. The product is [O:17]1[CH2:18][CH2:19][O:20][CH:16]1[C:12]1[C:13]([CH3:15])=[CH:14][C:9]([NH2:8])=[C:10]([CH3:21])[CH:11]=1. The yield is 0.920. (2) The reactants are OS(O)(=O)=O.[CH3:6][N:7]([CH2:17][CH:18](OC)OC)[C:8](=[O:16])[CH2:9][C:10]1[CH:15]=[CH:14][CH:13]=[CH:12][CH:11]=1. No catalyst specified. The product is [CH3:6][N:7]1[C:8](=[O:16])[CH2:9][C:10]2[CH:15]=[CH:14][CH2:13][CH2:12][C:11]=2[CH:18]=[CH:17]1. The yield is 0.735. (3) The reactants are Cl[C:2]1[CH:7]=[C:6]([O:8][CH2:9][C:10]2[CH:11]=[N:12][CH:13]=[CH:14][CH:15]=2)[CH:5]=[CH:4][N:3]=1.O.[NH2:17][NH2:18]. The catalyst is O. The product is [NH:17]([C:2]1[CH:7]=[C:6]([O:8][CH2:9][C:10]2[CH:11]=[N:12][CH:13]=[CH:14][CH:15]=2)[CH:5]=[CH:4][N:3]=1)[NH2:18]. The yield is 0.370.